This data is from Forward reaction prediction with 1.9M reactions from USPTO patents (1976-2016). The task is: Predict the product of the given reaction. Given the reactants [CH3:1][O:2][C:3]1[CH:4]=[C:5]2[C:10](=[CH:11][C:12]=1[O:13][CH3:14])[N:9]=[CH:8][N:7]=[C:6]2[O:15][C:16]1[CH:22]=[CH:21][C:19]([NH2:20])=[CH:18][CH:17]=1.Cl[C:24](Cl)([O:26][C:27](=[O:33])OC(Cl)(Cl)Cl)Cl.[CH2:35](O)[CH:36]=C.C(=O)(O)[O-].[Na+], predict the reaction product. The product is: [CH3:1][O:2][C:3]1[CH:4]=[C:5]2[C:10](=[CH:11][C:12]=1[O:13][CH3:14])[N:9]=[CH:8][N:7]=[C:6]2[O:15][C:16]1[CH:22]=[CH:21][C:19]([NH:20][C:27](=[O:33])[O:26][CH2:24][CH:35]=[CH2:36])=[CH:18][CH:17]=1.